From a dataset of Catalyst prediction with 721,799 reactions and 888 catalyst types from USPTO. Predict which catalyst facilitates the given reaction. (1) Reactant: [CH:1]([C:4]1[CH:9]=[CH:8][C:7]([CH3:10])=[CH:6][C:5]=1[N:11]1[C:15](=[O:16])[CH2:14][S:13]/[C:12]/1=[N:17]\[C:18]([NH:20][CH2:21][CH2:22][C:23]1[CH:28]=[CH:27][C:26]([C:29]2[N:33]=[CH:32][N:31]([C:34]3[CH:39]=[CH:38][C:37]([O:40][C:41]([F:44])([F:43])[F:42])=[CH:36][CH:35]=3)[N:30]=2)=[CH:25][CH:24]=1)=[O:19])([CH3:3])[CH3:2].[Br:45]Br. Product: [Br:45][CH:14]1[S:13]/[C:12](=[N:17]\[C:18]([NH:20][CH2:21][CH2:22][C:23]2[CH:24]=[CH:25][C:26]([C:29]3[N:33]=[CH:32][N:31]([C:34]4[CH:35]=[CH:36][C:37]([O:40][C:41]([F:44])([F:43])[F:42])=[CH:38][CH:39]=4)[N:30]=3)=[CH:27][CH:28]=2)=[O:19])/[N:11]([C:5]2[CH:6]=[C:7]([CH3:10])[CH:8]=[CH:9][C:4]=2[CH:1]([CH3:3])[CH3:2])[C:15]1=[O:16]. The catalyst class is: 4. (2) Reactant: [OH:1][C:2]1[CH:3]=[CH:4][C:5]([CH3:8])=[N:6][CH:7]=1.N1C=CC=CC=1.[F:15][C:16]([F:29])([F:28])[S:17](O[S:17]([C:16]([F:29])([F:28])[F:15])(=[O:19])=[O:18])(=[O:19])=[O:18].C([O-])(O)=O.[Na+]. Product: [F:15][C:16]([F:29])([F:28])[S:17]([O:1][C:2]1[CH:7]=[N:6][C:5]([CH3:8])=[CH:4][CH:3]=1)(=[O:19])=[O:18]. The catalyst class is: 138. (3) Reactant: [OH:1][CH2:2][C:3]1[CH:8]=[CH:7][C:6]([CH:9]2[CH2:14][CH2:13][N:12]([C:15]([O:17][C:18]([CH3:21])([CH3:20])[CH3:19])=[O:16])[CH2:11][CH:10]2[O:22][CH2:23][C:24]2[CH:33]=[CH:32][C:31]3[C:26](=[CH:27][CH:28]=[CH:29][CH:30]=3)[CH:25]=2)=[CH:5][CH:4]=1.C(N(CC)CC)C.[C:41](Cl)(=[O:46])[C:42]([CH3:45])([CH3:44])[CH3:43]. Product: [CH3:43][C:42]([CH3:45])([CH3:44])[C:41]([O:1][CH2:2][C:3]1[CH:8]=[CH:7][C:6]([CH:9]2[CH2:14][CH2:13][N:12]([C:15]([O:17][C:18]([CH3:21])([CH3:19])[CH3:20])=[O:16])[CH2:11][CH:10]2[O:22][CH2:23][C:24]2[CH:33]=[CH:32][C:31]3[C:26](=[CH:27][CH:28]=[CH:29][CH:30]=3)[CH:25]=2)=[CH:5][CH:4]=1)=[O:46]. The catalyst class is: 2. (4) Reactant: ClC(OC(Cl)C)=O.C([N:15]1[CH2:20][CH2:19][CH:18]([NH:21][C:22]2[CH:42]=[C:41]([Cl:43])[CH:40]=[CH:39][C:23]=2[C:24]([NH:26][C:27]2[CH:36]=[C:35]3[C:30]([CH2:31][CH2:32][C:33](=[O:38])[N:34]3[CH3:37])=[CH:29][CH:28]=2)=[O:25])[CH2:17][CH2:16]1)C1C=CC=CC=1. Product: [Cl:43][C:41]1[CH:40]=[CH:39][C:23]([C:24]([NH:26][C:27]2[CH:36]=[C:35]3[C:30]([CH2:31][CH2:32][C:33](=[O:38])[N:34]3[CH3:37])=[CH:29][CH:28]=2)=[O:25])=[C:22]([NH:21][CH:18]2[CH2:19][CH2:20][NH:15][CH2:16][CH2:17]2)[CH:42]=1. The catalyst class is: 26. (5) Reactant: [CH2:1]([Mg]Br)[CH3:2].[Cl:5][C:6]1[CH:7]=[CH:8][C:9]([CH:27]=[O:28])=[C:10]2[C:14]=1[N:13]=[C:12]1[N:15]([C:19]3[CH:24]=[CH:23][C:22]([Cl:25])=[CH:21][C:20]=3[Cl:26])[CH2:16][CH2:17][CH2:18][N:11]21. Product: [Cl:5][C:6]1[C:14]2[N:13]=[C:12]3[N:15]([C:19]4[CH:24]=[CH:23][C:22]([Cl:25])=[CH:21][C:20]=4[Cl:26])[CH2:16][CH2:17][CH2:18][N:11]3[C:10]=2[C:9]([CH:27]([OH:28])[CH2:1][CH3:2])=[CH:8][CH:7]=1. The catalyst class is: 7. (6) Reactant: [I:1]N1C(=O)CCC1=O.[Cl:9][C:10]1[C:11]2[N:12]([C:16]([CH:19]3[CH2:22][C:21]([CH2:24][OH:25])([OH:23])[CH2:20]3)=[N:17][CH:18]=2)[CH:13]=[CH:14][N:15]=1. Product: [Cl:9][C:10]1[C:11]2[N:12]([C:16]([CH:19]3[CH2:20][C:21]([CH2:24][OH:25])([OH:23])[CH2:22]3)=[N:17][C:18]=2[I:1])[CH:13]=[CH:14][N:15]=1. The catalyst class is: 3. (7) Reactant: F[P-](F)(F)(F)(F)F.N1(OC(N(C)C)=[N+](C)C)C2N=CC=CC=2N=N1.[C:25]([O:29][C:30]([NH:32][C:33]1([C:48]([OH:50])=O)[CH2:38][CH2:37][N:36]([C:39]2[C:40]3[CH:47]=[CH:46][NH:45][C:41]=3[N:42]=[CH:43][N:44]=2)[CH2:35][CH2:34]1)=[O:31])([CH3:28])([CH3:27])[CH3:26].C(N(C(C)C)C(C)C)C.[NH2:60][CH:61]([C:67]1[CH:72]=[CH:71][C:70]([Cl:73])=[CH:69][CH:68]=1)[CH2:62][S:63]([NH2:66])(=[O:65])=[O:64]. Product: [Cl:73][C:70]1[CH:69]=[CH:68][C:67]([CH:61]([NH:60][C:48]([C:33]2([NH:32][C:30](=[O:31])[O:29][C:25]([CH3:26])([CH3:27])[CH3:28])[CH2:34][CH2:35][N:36]([C:39]3[C:40]4[CH:47]=[CH:46][NH:45][C:41]=4[N:42]=[CH:43][N:44]=3)[CH2:37][CH2:38]2)=[O:50])[CH2:62][S:63](=[O:64])(=[O:65])[NH2:66])=[CH:72][CH:71]=1. The catalyst class is: 179. (8) Product: [Cl:23][C:24]1[C:29]([C:30]([NH:20][C:15]2[CH:16]=[CH:17][CH:18]=[C:19]3[C:14]=2[N:13]=[CH:12][N:11]=[C:10]3[NH:9][C:6]2[CH:7]=[N:8][C:3]([C:2]([F:1])([F:21])[F:22])=[CH:4][CH:5]=2)=[O:31])=[C:28]([F:33])[C:27]([CH2:34][NH:35][C:36](=[O:41])[C:37]([CH3:39])([CH3:38])[CH3:40])=[CH:26][CH:25]=1. The catalyst class is: 85. Reactant: [F:1][C:2]([F:22])([F:21])[C:3]1[N:8]=[CH:7][C:6]([NH:9][C:10]2[C:19]3[C:14](=[C:15]([NH2:20])[CH:16]=[CH:17][CH:18]=3)[N:13]=[CH:12][N:11]=2)=[CH:5][CH:4]=1.[Cl:23][C:24]1[C:29]([C:30](O)=[O:31])=[C:28]([F:33])[C:27]([CH2:34][NH:35][C:36](=[O:41])[C:37]([CH3:40])([CH3:39])[CH3:38])=[CH:26][CH:25]=1.C(Cl)(=O)C(Cl)=O.CCN(C(C)C)C(C)C. (9) Reactant: [CH2:1]([N:8]1[CH2:13][CH2:12][CH:11]([N:14]([CH:24]([CH3:26])[CH3:25])[C:15](=O)[CH2:16][O:17][CH2:18][CH2:19][CH2:20][CH2:21][OH:22])[CH2:10][CH2:9]1)[C:2]1[CH:7]=[CH:6][CH:5]=[CH:4][CH:3]=1.[H-].[Al+3].[Li+].[H-].[H-].[H-]. Product: [OH:22][CH2:21][CH2:20][CH2:19][CH2:18][O:17][CH2:16][CH2:15][N:14]([CH:11]1[CH2:10][CH2:9][N:8]([CH2:1][C:2]2[CH:7]=[CH:6][CH:5]=[CH:4][CH:3]=2)[CH2:13][CH2:12]1)[CH:24]([CH3:26])[CH3:25]. The catalyst class is: 1. (10) Reactant: [C:1]([OH:11])(=O)[C:2]1[CH:7]=[CH:6][CH:5]=[C:4]([O:8][CH3:9])[CH:3]=1.CN(C(ON1N=N[C:22]2C=[CH:24][CH:25]=[N:26][C:21]1=2)=[N+](C)C)C.F[P-](F)(F)(F)(F)F.C(N(CC)C(C)C)(C)C.C(NCC)C. Product: [CH2:25]([N:26]([CH2:21][CH3:22])[C:1](=[O:11])[C:2]1[CH:7]=[CH:6][CH:5]=[C:4]([O:8][CH3:9])[CH:3]=1)[CH3:24]. The catalyst class is: 18.